This data is from Catalyst prediction with 721,799 reactions and 888 catalyst types from USPTO. The task is: Predict which catalyst facilitates the given reaction. (1) Reactant: [CH2:1]([O:8][C@@H:9]1[C@@H:35]([O:36][CH2:37][C:38]2[CH:43]=[CH:42][CH:41]=[CH:40][CH:39]=2)[C@H:34]([O:44][C@@H:45]2[O:74][C@H:73]([CH3:75])[C@@H:64]([O:65][CH2:66][C:67]3[CH:72]=[CH:71][CH:70]=[CH:69][CH:68]=3)[C@H:55]([O:56][CH2:57][C:58]3[CH:63]=[CH:62][CH:61]=[CH:60][CH:59]=3)[C@H:46]2[O:47][CH2:48][C:49]2[CH:54]=[CH:53][CH:52]=[CH:51][CH:50]=2)[C@@H:33]([CH2:76][O:77][CH2:78][C:79]2[CH:84]=[CH:83][CH:82]=[CH:81][CH:80]=2)[O:32][C@@H:10]1[O:11][C@@H:12]1[C@@H:19]2[C@@H:15]([N:16](C(OC)=O)[O:17][CH2:18]2)[CH2:14][C@H:13]1[O:24][CH2:25][C:26]1[CH:31]=[CH:30][CH:29]=[CH:28][CH:27]=1)[C:2]1[CH:7]=[CH:6][CH:5]=[CH:4][CH:3]=1.[OH-].[K+].[Cl-].[NH4+]. Product: [CH2:1]([O:8][C@@H:9]1[C@@H:35]([O:36][CH2:37][C:38]2[CH:39]=[CH:40][CH:41]=[CH:42][CH:43]=2)[C@H:34]([O:44][C@@H:45]2[O:74][C@H:73]([CH3:75])[C@@H:64]([O:65][CH2:66][C:67]3[CH:68]=[CH:69][CH:70]=[CH:71][CH:72]=3)[C@H:55]([O:56][CH2:57][C:58]3[CH:59]=[CH:60][CH:61]=[CH:62][CH:63]=3)[C@H:46]2[O:47][CH2:48][C:49]2[CH:54]=[CH:53][CH:52]=[CH:51][CH:50]=2)[C@@H:33]([CH2:76][O:77][CH2:78][C:79]2[CH:80]=[CH:81][CH:82]=[CH:83][CH:84]=2)[O:32][C@@H:10]1[O:11][C@@H:12]1[C@@H:19]2[C@@H:15]([NH:16][O:17][CH2:18]2)[CH2:14][C@H:13]1[O:24][CH2:25][C:26]1[CH:27]=[CH:28][CH:29]=[CH:30][CH:31]=1)[C:2]1[CH:7]=[CH:6][CH:5]=[CH:4][CH:3]=1. The catalyst class is: 5. (2) Reactant: [C:1]([O:5][C:6]([C:8]1[C:9]([C:28](O)=[O:29])=[N:10][C:11]([C:21]2[CH:26]=[CH:25][C:24]([CH3:27])=[CH:23][CH:22]=2)=[C:12]([C:14]2[CH:19]=[CH:18][C:17]([Cl:20])=[CH:16][CH:15]=2)[N:13]=1)=[O:7])([CH3:4])([CH3:3])[CH3:2].[NH2:31][N:32]1[CH2:37][CH2:36][CH2:35][CH2:34][CH2:33]1.C(N(CC)CC)C.F[P-](F)(F)(F)(F)F.N1(O[P+](N2CCCC2)(N2CCCC2)N2CCCC2)C2C=CC=CC=2N=N1. Product: [Cl:20][C:17]1[CH:18]=[CH:19][C:14]([C:12]2[N:13]=[C:8]([C:6]([O:5][C:1]([CH3:2])([CH3:3])[CH3:4])=[O:7])[C:9]([C:28]([NH:31][N:32]3[CH2:37][CH2:36][CH2:35][CH2:34][CH2:33]3)=[O:29])=[N:10][C:11]=2[C:21]2[CH:22]=[CH:23][C:24]([CH3:27])=[CH:25][CH:26]=2)=[CH:15][CH:16]=1. The catalyst class is: 4. (3) Reactant: [CH3:1][C:2]1[C@@H:18]([O:19][C:20]([CH3:22])=[O:21])[CH2:17][C@@:13]2([OH:23])[C:14]([CH3:16])([CH3:15])[C:3]=1[C@@H:4]([O:33][C:34]([CH3:36])=[O:35])[C@H:5]([OH:32])[C@@:6]1([CH3:31])[C@H:11]([CH2:12]2)[C@:10]2([O:26][C:27]([CH3:29])=[O:28])[CH2:24][O:25][C@@H:9]2[CH2:8][C@@H:7]1[OH:30].[OH2:37]. Product: [CH3:1][C:2]1[C@@H:18]([O:19][C:20]([CH3:22])=[O:21])[CH2:17][C@:13]2([OH:23])[C:14]([CH3:15])([CH3:16])[C:3]=1[C@@H:4]([O:33][C:34]([CH3:36])=[O:35])[C:5]([C@@:6]1([CH3:31])[C@H:11]([C@@H:12]2[O:37][C:24]([C:10]2[CH:11]=[CH:6][CH:7]=[CH:8][CH:9]=2)=[O:25])[C@:10]2([O:26][C:27]([CH3:29])=[O:28])[CH2:24][O:25][C@@H:9]2[CH2:8][C@@H:7]1[OH:30])=[O:32]. The catalyst class is: 16. (4) Reactant: [OH:1][C:2]([C:4]([F:7])([F:6])[F:5])=[O:3].[CH:8]1([NH:12][C:13]2[N:18]=[C:17]3[CH2:19][NH:20][CH2:21][CH2:22][C:16]3=[N:15][C:14]=2[N:23]2[CH2:28][CH2:27][CH:26]([O:29][C:30]3[CH:35]=[CH:34][C:33]([O:36][CH3:37])=[CH:32][C:31]=3[F:38])[CH2:25][CH2:24]2)[CH2:11][CH2:10][CH2:9]1.C(OC(=O)C)(=O)C.N1C=CC=CC=1. Product: [CH:8]1([NH:12][C:13]2[N:18]=[C:17]3[CH2:19][N:20]([C:2](=[O:1])[CH3:4])[CH2:21][CH2:22][C:16]3=[N:15][C:14]=2[N:23]2[CH2:28][CH2:27][CH:26]([O:29][C:30]3[CH:35]=[CH:34][C:33]([O:36][CH3:37])=[CH:32][C:31]=3[F:38])[CH2:25][CH2:24]2)[CH2:9][CH2:10][CH2:11]1.[C:2]([OH:3])([C:4]([F:7])([F:6])[F:5])=[O:1]. The catalyst class is: 2.